Dataset: Full USPTO retrosynthesis dataset with 1.9M reactions from patents (1976-2016). Task: Predict the reactants needed to synthesize the given product. (1) Given the product [N:1]1[CH:6]=[CH:5][CH:4]=[N:3][C:2]=1[CH:7]=[N:15][S@:13]([C:10]([CH3:12])([CH3:11])[CH3:9])=[O:14], predict the reactants needed to synthesize it. The reactants are: [N:1]1[CH:6]=[CH:5][CH:4]=[N:3][C:2]=1[CH:7]=O.[CH3:9][C:10]([S@@:13]([NH2:15])=[O:14])([CH3:12])[CH3:11].S([O-])(O)(=O)=O.[K+]. (2) Given the product [CH2:9]([N:11]([CH2:20][CH3:21])[C:12]1[CH:19]=[CH:18][C:15]([CH:16]([NH:8][C:1](=[O:7])[CH2:2][CH2:3][CH2:4][CH2:5][CH3:6])[NH:8][C:1](=[O:7])[CH2:2][CH2:3][CH2:4][CH2:5][CH3:6])=[CH:14][CH:13]=1)[CH3:10], predict the reactants needed to synthesize it. The reactants are: [C:1]([NH2:8])(=[O:7])[CH2:2][CH2:3][CH2:4][CH2:5][CH3:6].[CH2:9]([N:11]([CH2:20][CH3:21])[C:12]1[CH:19]=[CH:18][C:15]([CH:16]=O)=[CH:14][CH:13]=1)[CH3:10]. (3) Given the product [Cl:25][C:22]1[CH:23]=[CH:24][C:19]([NH:18][C:17]2[C:16](=[O:37])[C:15](=[O:38])[C:14]=2[NH:42][C:41]2[CH:43]=[CH:44][CH:45]=[CH:46][C:40]=2[F:39])=[C:20]([OH:36])[C:21]=1[S:26]([N:29]1[CH2:34][CH2:33][N:32]([CH3:35])[CH2:31][CH2:30]1)(=[O:28])=[O:27], predict the reactants needed to synthesize it. The reactants are: C1(C2C=CC=CC=2)C=CC=CC=1.Cl[C:14]1[C:15](=[O:38])[C:16](=[O:37])[C:17]=1[NH:18][C:19]1[CH:24]=[CH:23][C:22]([Cl:25])=[C:21]([S:26]([N:29]2[CH2:34][CH2:33][N:32]([CH3:35])[CH2:31][CH2:30]2)(=[O:28])=[O:27])[C:20]=1[OH:36].[F:39][C:40]1[CH:46]=[CH:45][CH:44]=[CH:43][C:41]=1[NH2:42]. (4) Given the product [Cl:1][C:2]1[CH:3]=[CH:4][C:5]([S:8]([C:18]2[CH:19]=[CH:20][C:21]([Cl:24])=[CH:22][CH:23]=2)([CH3:17])[CH2:9][C:10](=[O:16])[CH2:11][C:12]([F:15])([F:13])[F:14])=[CH:6][CH:7]=1, predict the reactants needed to synthesize it. The reactants are: [Cl:1][C:2]1[CH:7]=[CH:6][C:5]([S:8]([C:18]2[CH:23]=[CH:22][C:21]([Cl:24])=[CH:20][CH:19]=2)([CH3:17])[CH2:9][CH:10]([OH:16])[CH2:11][C:12]([F:15])([F:14])[F:13])=[CH:4][CH:3]=1.[Cr](O[Cr]([O-])(=O)=O)([O-])(=O)=O.[NH+]1C=CC=CC=1.[NH+]1C=CC=CC=1. (5) Given the product [Cl:38][C:39]1[CH:40]=[C:41]([C:46]2([CH2:52][CH2:53][C:54]3[O:37][N:36]=[C:34]([C:31]4[CH:32]=[CH:33][C:28]([C:17]5([OH:16])[CH2:20][N:19]([C:21]([O:23][C:24]([CH3:27])([CH3:26])[CH3:25])=[O:22])[CH2:18]5)=[CH:29][CH:30]=4)[N:35]=3)[CH2:51][CH2:50][CH2:49][CH2:48][CH2:47]2)[CH:42]=[C:43]([Cl:45])[CH:44]=1, predict the reactants needed to synthesize it. The reactants are: C1N(P(Cl)(N2C(=O)OCC2)=O)C(=O)OC1.[OH:16][C:17]1([C:28]2[CH:33]=[CH:32][C:31]([C:34](=[N:36][OH:37])[NH2:35])=[CH:30][CH:29]=2)[CH2:20][N:19]([C:21]([O:23][C:24]([CH3:27])([CH3:26])[CH3:25])=[O:22])[CH2:18]1.[Cl:38][C:39]1[CH:40]=[C:41]([C:46]2([CH2:52][CH2:53][C:54](O)=O)[CH2:51][CH2:50][CH2:49][CH2:48][CH2:47]2)[CH:42]=[C:43]([Cl:45])[CH:44]=1.C(N(C(C)C)CC)(C)C.[F-].C([N+](CCCC)(CCCC)CCCC)CCC.C1COCC1. (6) Given the product [CH3:22][N:19]1[CH2:20][CH2:21][N:16]([CH2:15][C:10]2[CH:11]=[CH:12][CH:13]=[CH:14][C:9]=2[NH:8][C:6](=[O:7])[C:5]2[CH:23]=[CH:24][C:2]([C:27]3[CH:28]=[C:29]([C:30](=[O:31])[NH:32][C:33]4[S:34][CH:35]=[CH:36][N:37]=4)[CH:38]=[CH:39][C:26]=3[CH3:25])=[N:3][CH:4]=2)[CH2:17][CH2:18]1, predict the reactants needed to synthesize it. The reactants are: Cl[C:2]1[CH:24]=[CH:23][C:5]([C:6]([NH:8][C:9]2[CH:14]=[CH:13][CH:12]=[CH:11][C:10]=2[CH2:15][N:16]2[CH2:21][CH2:20][N:19]([CH3:22])[CH2:18][CH2:17]2)=[O:7])=[CH:4][N:3]=1.[CH3:25][C:26]1[CH:39]=[CH:38][C:29]([C:30]([NH:32][C:33]2[S:34][CH:35]=[CH:36][N:37]=2)=[O:31])=[CH:28][C:27]=1B1OC(C)(C)C(C)(C)O1.